From a dataset of Reaction yield outcomes from USPTO patents with 853,638 reactions. Predict the reaction yield, written as a fraction of the theoretical maximum amount of product (1.0 means a 100% yield; for example, 0.34 means a 34% yield). The reactants are [C:1]([NH:18][C@H:19]([C:23]([OH:25])=[O:24])[CH:20]([CH3:22])[CH3:21])([O:3][CH2:4][CH:5]1[C:17]2[C:12](=[CH:13][CH:14]=[CH:15][CH:16]=2)[C:11]2[C:6]1=[CH:7][CH:8]=[CH:9][CH:10]=2)=[O:2].CCN(C(C)C)C(C)C.[Cl-].O[C@H:37](/[CH:67]=[CH:68]/[CH2:69][CH2:70][S:71][C:72]([C:85]1[CH:90]=[CH:89][CH:88]=[CH:87][CH:86]=1)([C:79]1[CH:84]=[CH:83][CH:82]=[CH:81][CH:80]=1)[C:73]1[CH:78]=[CH:77][CH:76]=[CH:75][CH:74]=1)[CH2:38][C:39]([NH:41][CH2:42][C:43]1[N:48]=[C:47]([CH2:49][N:50]([CH2:56][C:57]2[CH:62]=[CH:61][C:60]([C:63]([F:66])([F:65])[F:64])=[CH:59][CH:58]=2)[CH2:51][C:52]([O:54][CH3:55])=[O:53])[CH:46]=[CH:45][CH:44]=1)=[O:40]. The catalyst is C1COCC1.CN(C1C=CN=CC=1)C. The product is [CH:7]1[C:6]2[CH:5]([CH2:4][O:3][C:1]([NH:18][C@H:19]([CH:20]([CH3:21])[CH3:22])[C:23]([O:25][C@H:37](/[CH:67]=[CH:68]/[CH2:69][CH2:70][S:71][C:72]([C:85]3[CH:90]=[CH:89][CH:88]=[CH:87][CH:86]=3)([C:79]3[CH:80]=[CH:81][CH:82]=[CH:83][CH:84]=3)[C:73]3[CH:78]=[CH:77][CH:76]=[CH:75][CH:74]=3)[CH2:38][C:39]([NH:41][CH2:42][C:43]3[CH:44]=[CH:45][CH:46]=[C:47]([CH2:49][N:50]([CH2:51][C:52]([O:54][CH3:55])=[O:53])[CH2:56][C:57]4[CH:62]=[CH:61][C:60]([C:63]([F:65])([F:64])[F:66])=[CH:59][CH:58]=4)[N:48]=3)=[O:40])=[O:24])=[O:2])[C:17]3[C:12](=[CH:13][CH:14]=[CH:15][CH:16]=3)[C:11]=2[CH:10]=[CH:9][CH:8]=1. The yield is 0.810.